Predict the reaction yield, written as a fraction of the theoretical maximum amount of product (1.0 means a 100% yield; for example, 0.34 means a 34% yield). From a dataset of Reaction yield outcomes from USPTO patents with 853,638 reactions. The reactants are [N:1]1([C:8]2[CH:18]=[CH:17][C:11]([C:12]([O:14]CC)=O)=[CH:10][CH:9]=2)[CH2:7][CH2:6][CH2:5][NH:4][CH2:3][CH2:2]1.[CH3:19][O:20][C:21]1[CH:22]=[C:23]([CH2:29][CH2:30][C:31]2[CH:32]=[C:33]([NH2:36])[NH:34][N:35]=2)[CH:24]=[C:25]([O:27][CH3:28])[CH:26]=1.C[Al](C)C. The catalyst is C1(C)C=CC=CC=1. The product is [N:1]1([C:8]2[CH:9]=[CH:10][C:11]([C:12]([NH:36][C:33]3[NH:34][N:35]=[C:31]([CH2:30][CH2:29][C:23]4[CH:24]=[C:25]([O:27][CH3:28])[CH:26]=[C:21]([O:20][CH3:19])[CH:22]=4)[CH:32]=3)=[O:14])=[CH:17][CH:18]=2)[CH2:7][CH2:6][CH2:5][NH:4][CH2:3][CH2:2]1. The yield is 0.0267.